This data is from NCI-60 drug combinations with 297,098 pairs across 59 cell lines. The task is: Regression. Given two drug SMILES strings and cell line genomic features, predict the synergy score measuring deviation from expected non-interaction effect. (1) Drug 1: CC1CCC2CC(C(=CC=CC=CC(CC(C(=O)C(C(C(=CC(C(=O)CC(OC(=O)C3CCCCN3C(=O)C(=O)C1(O2)O)C(C)CC4CCC(C(C4)OC)OCCO)C)C)O)OC)C)C)C)OC. Drug 2: C1=CC=C(C(=C1)C(C2=CC=C(C=C2)Cl)C(Cl)Cl)Cl. Cell line: IGROV1. Synergy scores: CSS=15.7, Synergy_ZIP=-3.95, Synergy_Bliss=-2.61, Synergy_Loewe=-27.1, Synergy_HSA=-3.43. (2) Drug 1: C1CCN(CC1)CCOC2=CC=C(C=C2)C(=O)C3=C(SC4=C3C=CC(=C4)O)C5=CC=C(C=C5)O. Drug 2: C1=NC(=NC(=O)N1C2C(C(C(O2)CO)O)O)N. Cell line: SF-268. Synergy scores: CSS=6.14, Synergy_ZIP=3.41, Synergy_Bliss=12.7, Synergy_Loewe=4.54, Synergy_HSA=5.25. (3) Drug 1: CC1=C(C=C(C=C1)NC(=O)C2=CC=C(C=C2)CN3CCN(CC3)C)NC4=NC=CC(=N4)C5=CN=CC=C5. Drug 2: C1=NC2=C(N=C(N=C2N1C3C(C(C(O3)CO)O)F)Cl)N. Cell line: UACC62. Synergy scores: CSS=2.03, Synergy_ZIP=-0.803, Synergy_Bliss=-0.262, Synergy_Loewe=0.225, Synergy_HSA=-0.625. (4) Drug 1: CN1CCC(CC1)COC2=C(C=C3C(=C2)N=CN=C3NC4=C(C=C(C=C4)Br)F)OC. Drug 2: C1=CC(=CC=C1CCC2=CNC3=C2C(=O)NC(=N3)N)C(=O)NC(CCC(=O)O)C(=O)O. Cell line: HOP-62. Synergy scores: CSS=36.1, Synergy_ZIP=0.533, Synergy_Bliss=6.69, Synergy_Loewe=-6.73, Synergy_HSA=6.94. (5) Drug 1: CC1=C2C(C(=O)C3(C(CC4C(C3C(C(C2(C)C)(CC1OC(=O)C(C(C5=CC=CC=C5)NC(=O)OC(C)(C)C)O)O)OC(=O)C6=CC=CC=C6)(CO4)OC(=O)C)O)C)O. Drug 2: C1=NC(=NC(=O)N1C2C(C(C(O2)CO)O)O)N. Cell line: LOX IMVI. Synergy scores: CSS=43.1, Synergy_ZIP=-1.30, Synergy_Bliss=-0.913, Synergy_Loewe=2.56, Synergy_HSA=2.11.